From a dataset of Full USPTO retrosynthesis dataset with 1.9M reactions from patents (1976-2016). Predict the reactants needed to synthesize the given product. (1) Given the product [CH2:24]([O:23][C:21](=[O:22])[CH2:20][C:10]1[C:5]2=[N:6][C:7]([O:8][CH3:9])=[C:2]([CH3:26])[CH:3]=[C:4]2[N:12]([C:13]([O:15][C:16]([CH3:19])([CH3:18])[CH3:17])=[O:14])[CH:11]=1)[CH3:25].[CH3:9][O:8][C:7]1[N:6]=[C:5]2[C:10]([CH2:20][C:21]([O:23][CH2:24][CH3:25])=[O:22])=[CH:11][NH:12][C:4]2=[CH:3][C:2]=1[CH3:26], predict the reactants needed to synthesize it. The reactants are: Br[C:2]1[CH:3]=[C:4]2[N:12]([C:13]([O:15][C:16]([CH3:19])([CH3:18])[CH3:17])=[O:14])[CH:11]=[C:10]([CH2:20][C:21]([O:23][CH2:24][CH3:25])=[O:22])[C:5]2=[N:6][C:7]=1[O:8][CH3:9].[CH3:26]B(O)O.[O-]P([O-])([O-])=O.[K+].[K+].[K+]. (2) Given the product [C:21]([O:20][C:16]([NH:17][N:18]=[C:12]1[CH2:13][CH2:14][CH:9]([C:7]2[O:6][N:5]=[C:4]([CH:1]([CH3:3])[CH3:2])[N:8]=2)[CH2:10][CH2:11]1)=[O:19])([CH3:24])([CH3:23])[CH3:22], predict the reactants needed to synthesize it. The reactants are: [CH:1]([C:4]1[N:8]=[C:7]([CH:9]2[CH2:14][CH2:13][C:12](=O)[CH2:11][CH2:10]2)[O:6][N:5]=1)([CH3:3])[CH3:2].[C:16]([O:20][C:21]([CH3:24])([CH3:23])[CH3:22])(=[O:19])[NH:17][NH2:18]. (3) The reactants are: [CH:1]1([SH:5])[CH2:4][CH2:3][CH2:2]1.F[C:7]1[C:12]([I:13])=[CH:11][CH:10]=[CH:9][N:8]=1.C([O-])([O-])=O.[Cs+].[Cs+].[Na+].[Cl-]. Given the product [CH:1]1([S:5][C:7]2[C:12]([I:13])=[CH:11][CH:10]=[CH:9][N:8]=2)[CH2:4][CH2:3][CH2:2]1, predict the reactants needed to synthesize it. (4) Given the product [Cl:1][C:2]1[N:7]=[C:6]([NH:8][C:9]2[CH:17]=[CH:16][CH:15]=[CH:14][C:10]=2[C:11]([O:13][CH3:19])=[O:12])[C:5]([Cl:18])=[CH:4][N:3]=1, predict the reactants needed to synthesize it. The reactants are: [Cl:1][C:2]1[N:7]=[C:6]([NH:8][C:9]2[CH:17]=[CH:16][CH:15]=[CH:14][C:10]=2[C:11]([OH:13])=[O:12])[C:5]([Cl:18])=[CH:4][N:3]=1.[CH3:19][Si](C=[N+]=[N-])(C)C. (5) The reactants are: [Cl:1][C:2]1[CH:3]=[C:4]([N:8]2[N:12]=[N:11][C:10]([CH:13]([OH:22])C(C3C=CC=CC=3)O)=[N:9]2)[CH:5]=[CH:6][CH:7]=1.C(=O)([O-])[O-].[K+].[K+].C([O-])(=O)C.[Pb+4].C([O-])(=O)C.C([O-])(=O)C.C([O-])(=O)C. Given the product [Cl:1][C:2]1[CH:3]=[C:4]([N:8]2[N:12]=[N:11][C:10]([CH:13]=[O:22])=[N:9]2)[CH:5]=[CH:6][CH:7]=1, predict the reactants needed to synthesize it.